Dataset: Forward reaction prediction with 1.9M reactions from USPTO patents (1976-2016). Task: Predict the product of the given reaction. (1) Given the reactants [C:1](Cl)(=[O:6])[C:2]([CH3:5])([CH3:4])[CH3:3].C(C1CCCN(C([NH:19][C:20]2[C:21]([CH3:37])=[CH:22][C:23]3[N:24]([CH:34]([CH3:36])[CH3:35])[C:25]4[C:30]([C:31]=3[C:32]=2[CH3:33])=[CH:29][CH:28]=[CH:27][CH:26]=4)=O)C1)(=O)N.C(N(CC)CC)C.C(OCC)C, predict the reaction product. The product is: [C:1]([NH:19][C:20]1[C:21]([CH3:37])=[CH:22][C:23]2[N:24]([CH:34]([CH3:35])[CH3:36])[C:25]3[C:30]([C:31]=2[C:32]=1[CH3:33])=[CH:29][CH:28]=[CH:27][CH:26]=3)(=[O:6])[C:2]([CH3:5])([CH3:4])[CH3:3]. (2) Given the reactants ClC1C=CC(C2OC(NC3C4CC(OCC)=CCC=4C=CC=3)=NC=2)=CC=1.C([O:29][C:30]1[CH2:39][C:38]2[C:37]([NH:40][C:41]3[O:42][C:43]([C:46]4[CH:51]=[CH:50][C:49]([N:52]5[CH2:56][CH2:55][CH2:54][CH2:53]5)=[CH:48][CH:47]=4)=[CH:44][N:45]=3)=[CH:36][CH:35]=[CH:34][C:33]=2[CH2:32][CH:31]=1)C.C(OC1CC2C(NC3OC(C4C=CC(C(F)(F)F)=CC=4)=CN=3)=CC=CC=2CC=1)C, predict the reaction product. The product is: [N:52]1([C:49]2[CH:48]=[CH:47][C:46]([C:43]3[O:42][C:41]([NH:40][C:37]4[CH:36]=[CH:35][CH:34]=[C:33]5[C:38]=4[CH2:39][C:30](=[O:29])[CH2:31][CH2:32]5)=[N:45][CH:44]=3)=[CH:51][CH:50]=2)[CH2:56][CH2:55][CH2:54][CH2:53]1.